Dataset: Forward reaction prediction with 1.9M reactions from USPTO patents (1976-2016). Task: Predict the product of the given reaction. Given the reactants [N+:1]([C:4]1[CH:5]=[CH:6][C:7]2[N:8]([CH:10]=[C:11]([C:13]([OH:15])=O)[N:12]=2)[CH:9]=1)([O-:3])=[O:2].[NH2:16][C@@H:17]([CH3:34])[CH2:18][N:19]1[CH:23]=[CH:22][C:21]([C:24]2[CH:31]=[C:30]([F:32])[C:27]([C:28]#[N:29])=[C:26]([Cl:33])[CH:25]=2)=[N:20]1.CN(C(ON1N=NC2C=CC=CC1=2)=[N+](C)C)C.F[P-](F)(F)(F)(F)F, predict the reaction product. The product is: [Cl:33][C:26]1[CH:25]=[C:24]([C:21]2[CH:22]=[CH:23][N:19]([CH2:18][C@@H:17]([NH:16][C:13]([C:11]3[N:12]=[C:7]4[CH:6]=[CH:5][C:4]([N+:1]([O-:3])=[O:2])=[CH:9][N:8]4[CH:10]=3)=[O:15])[CH3:34])[N:20]=2)[CH:31]=[C:30]([F:32])[C:27]=1[C:28]#[N:29].